Dataset: Peptide-MHC class II binding affinity with 134,281 pairs from IEDB. Task: Regression. Given a peptide amino acid sequence and an MHC pseudo amino acid sequence, predict their binding affinity value. This is MHC class II binding data. (1) The peptide sequence is HDHYLCRHCLNLLLS. The MHC is DRB1_0101 with pseudo-sequence DRB1_0101. The binding affinity (normalized) is 0.156. (2) The peptide sequence is TPFPHRKGVLFNIQYVNYWF. The MHC is HLA-DQA10102-DQB10602 with pseudo-sequence HLA-DQA10102-DQB10602. The binding affinity (normalized) is 0.493. (3) The binding affinity (normalized) is 0. The MHC is DRB1_0406 with pseudo-sequence DRB1_0403. The peptide sequence is RGFPGLPGPSGEPGQQ. (4) The peptide sequence is AFPLDGDNLFPKV. The MHC is HLA-DQA10501-DQB10201 with pseudo-sequence HLA-DQA10501-DQB10201. The binding affinity (normalized) is 0.308. (5) The peptide sequence is KASPVLAFPAGVCPT. The MHC is DRB1_0101 with pseudo-sequence DRB1_0101. The binding affinity (normalized) is 0.413. (6) The peptide sequence is SQDLELSWNLNGLQLY. The MHC is DRB1_1302 with pseudo-sequence DRB1_1302. The binding affinity (normalized) is 0.647. (7) The peptide sequence is RQSGATIADVLAEKE. The MHC is HLA-DPA10103-DPB10301 with pseudo-sequence HLA-DPA10103-DPB10301. The binding affinity (normalized) is 0.390. (8) The peptide sequence is GELQIVDKIHAAFKI. The MHC is DRB4_0101 with pseudo-sequence DRB4_0103. The binding affinity (normalized) is 0.583. (9) The peptide sequence is THIFAEVLKDAIKDL. The MHC is HLA-DPA10201-DPB10501 with pseudo-sequence HLA-DPA10201-DPB10501. The binding affinity (normalized) is 0.857.